Dataset: Full USPTO retrosynthesis dataset with 1.9M reactions from patents (1976-2016). Task: Predict the reactants needed to synthesize the given product. (1) Given the product [ClH:24].[ClH:24].[CH3:1][N:2]([CH3:23])[CH2:3][CH2:4][N:5]1[CH2:10][CH2:9][S:8][C:7]2[CH:11]=[CH:12][C:13]([NH:15][C:16]([C:18]3[S:19][CH:20]=[CH:21][CH:22]=3)=[NH:17])=[CH:14][C:6]1=2, predict the reactants needed to synthesize it. The reactants are: [CH3:1][N:2]([CH3:23])[CH2:3][CH2:4][N:5]1[CH2:10][CH2:9][S:8][C:7]2[CH:11]=[CH:12][C:13]([NH:15][C:16]([C:18]3[S:19][CH:20]=[CH:21][CH:22]=3)=[NH:17])=[CH:14][C:6]1=2.[ClH:24]. (2) Given the product [F:1][C:2]1[CH:3]=[CH:4][C:5]([N:8]([C:54]2[CH:55]=[CH:56][C:51]([O:50][C:47]3[CH:46]=[CH:45][N:44]=[C:43]4[CH:42]=[C:41]([I:40])[S:49][C:48]=34)=[CH:52][CH:53]=2)[C:9]([C:11]2([C:14]([NH2:31])=[O:16])[CH2:12][CH2:13]2)=[O:10])=[CH:6][CH:7]=1, predict the reactants needed to synthesize it. The reactants are: [F:1][C:2]1[CH:7]=[CH:6][C:5]([NH:8][C:9]([C:11]2([C:14]([OH:16])=O)[CH2:13][CH2:12]2)=[O:10])=[CH:4][CH:3]=1.C1(C(O)=O)(C(O)=O)CC1.FC1C=CC([NH2:31])=CC=1.C(Cl)(=O)C(Cl)=O.[I:40][C:41]1[S:49][C:48]2[C:43](=[N:44][CH:45]=[CH:46][C:47]=2[O:50][C:51]2[CH:56]=[CH:55][C:54](N)=[CH:53][CH:52]=2)[CH:42]=1.C([O-])(O)=O.[Na+]. (3) Given the product [NH2:32][C:30]1[CH:29]=[C:28]([F:35])[C:3]([O:4][C:5]2[CH:6]=[CH:7][CH:8]=[C:9]3[C:13]=2[C:12](=[O:14])[N:11]([CH2:15][C:16]2[CH:17]=[CH:18][C:19]([C:22]4[CH:23]=[N:24][N:25]([CH3:27])[CH:26]=4)=[CH:20][CH:21]=2)[CH2:10]3)=[C:2]([Cl:1])[CH:31]=1, predict the reactants needed to synthesize it. The reactants are: [Cl:1][C:2]1[CH:31]=[C:30]([N+:32]([O-])=O)[CH:29]=[C:28]([F:35])[C:3]=1[O:4][C:5]1[CH:6]=[CH:7][CH:8]=[C:9]2[C:13]=1[C:12](=[O:14])[N:11]([CH2:15][C:16]1[CH:21]=[CH:20][C:19]([C:22]3[CH:23]=[N:24][N:25]([CH3:27])[CH:26]=3)=[CH:18][CH:17]=1)[CH2:10]2.CO.O.NN. (4) Given the product [Br-:10].[C:12]([CH2:11][CH2:15][CH2:16][CH2:17][N:3]1[C:2]([Cl:1])=[C:6]([Cl:7])[N+:5]([CH2:17][CH2:16][CH2:15][CH2:11][C:12]([OH:13])=[O:8])=[CH:4]1)([OH:14])=[O:13], predict the reactants needed to synthesize it. The reactants are: [Cl:1][C:2]1[N:3]=[CH:4][NH:5][C:6]=1[Cl:7].[OH-:8].[K+].[Br:10][CH:11]([CH2:15][CH2:16][CH3:17])[C:12]([OH:14])=[O:13]. (5) Given the product [Cl:27][C:24]1[CH:23]=[CH:22][C:21]([C:20]2[C:15]([C:10]3[CH:9]=[CH:8][C:7]4[C:12](=[CH:13][CH:14]=[C:5]([C:3]([OH:4])=[O:2])[CH:6]=4)[N:11]=3)=[CH:16][C:17]([C:28]([N:30]3[CH2:31][CH2:32][CH2:33][CH2:34]3)=[O:29])=[CH:18][CH:19]=2)=[CH:26][CH:25]=1, predict the reactants needed to synthesize it. The reactants are: C[O:2][C:3]([C:5]1[CH:6]=[C:7]2[C:12](=[CH:13][CH:14]=1)[N:11]=[C:10]([C:15]1[C:20]([C:21]3[CH:26]=[CH:25][C:24]([Cl:27])=[CH:23][CH:22]=3)=[CH:19][CH:18]=[C:17]([C:28]([N:30]3[CH2:34][CH2:33][CH2:32][CH2:31]3)=[O:29])[CH:16]=1)[CH:9]=[CH:8]2)=[O:4].[OH-].[Na+]. (6) Given the product [Cl:18][C:8]1[CH:9]=[C:10]([C:11]2[CH:16]=[CH:15][CH:14]=[CH:13][C:12]=2[Cl:17])[C:5]([C:4]([OH:19])=[O:3])=[CH:6][N:7]=1, predict the reactants needed to synthesize it. The reactants are: C([O:3][C:4](=[O:19])[C:5]1[C:10]([C:11]2[CH:16]=[CH:15][CH:14]=[CH:13][C:12]=2[Cl:17])=[CH:9][C:8]([Cl:18])=[N:7][CH:6]=1)C.O1CCOCC1.[OH-].[Na+]. (7) Given the product [OH:2][C:3]1[CH:8]=[CH:7][C:6]([CH2:9][CH2:10][CH2:11][C:12]2[N:13]([CH2:26][CH2:27][CH3:28])[C:14](=[O:25])[N:15]([CH2:17][C:18]3[CH:19]=[CH:20][C:21]([CH3:24])=[CH:22][CH:23]=3)[N:16]=2)=[CH:5][CH:4]=1, predict the reactants needed to synthesize it. The reactants are: C[O:2][C:3]1[CH:8]=[CH:7][C:6]([CH2:9][CH2:10][CH2:11][C:12]2[N:13]([CH2:26][CH2:27][CH3:28])[C:14](=[O:25])[N:15]([CH2:17][C:18]3[CH:23]=[CH:22][C:21]([CH3:24])=[CH:20][CH:19]=3)[N:16]=2)=[CH:5][CH:4]=1.Cl.N1C=CC=CC=1.